From a dataset of Forward reaction prediction with 1.9M reactions from USPTO patents (1976-2016). Predict the product of the given reaction. Given the reactants [N:1]1([C:7]2[O:8][C:9]3[CH:10]=[N:11][CH:12]=[CH:13][C:14]=3[N:15]=2)[CH2:6][CH2:5][NH:4][CH2:3][CH2:2]1.[C:16]([O:21][C@@H:22]([C:24]1[N:29]=[C:28](Cl)[CH:27]=[CH:26][N:25]=1)[CH3:23])(=[O:20])[CH2:17][CH2:18][CH3:19].C(N(CC)CC)C, predict the reaction product. The product is: [C:16]([O:21][C@@H:22]([C:24]1[N:25]=[C:26]([N:4]2[CH2:5][CH2:6][N:1]([C:7]3[O:8][C:9]4[CH:10]=[N:11][CH:12]=[CH:13][C:14]=4[N:15]=3)[CH2:2][CH2:3]2)[CH:27]=[CH:28][N:29]=1)[CH3:23])(=[O:20])[CH2:17][CH2:18][CH3:19].